This data is from Forward reaction prediction with 1.9M reactions from USPTO patents (1976-2016). The task is: Predict the product of the given reaction. (1) Given the reactants [H-].[Na+].[O:3]=[C:4]([CH2:12][C:13]1[CH:18]=[CH:17][CH:16]=[CH:15][CH:14]=1)[CH2:5]P(=O)(OC)OC.[CH:19]([C@H:21]1[CH2:26][CH2:25][CH2:24][C:23](=[O:27])[N:22]1[CH2:28][C:29]#[C:30][CH2:31][O:32][CH2:33][C:34]#[N:35])=O, predict the reaction product. The product is: [O:27]=[C:23]1[CH2:24][CH2:25][CH2:26][C@H:21](/[CH:19]=[CH:5]/[C:4](=[O:3])[CH2:12][C:13]2[CH:14]=[CH:15][CH:16]=[CH:17][CH:18]=2)[N:22]1[CH2:28][C:29]#[C:30][CH2:31][O:32][CH2:33][C:34]#[N:35]. (2) Given the reactants [C:1]([C:5]1[N:10]=[C:9]2[NH:11][N:12]=[CH:13][C:8]2=[C:7]([N:14]2[CH2:18][CH2:17][C:16]([F:20])([F:19])[CH2:15]2)[N:6]=1)([CH3:4])([CH3:3])[CH3:2].CC(N(C)C)=O.Cl[CH2:28][C:29]1[C:33]([CH3:34])=[N:32][O:31][N:30]=1.CC(C)([O-])C.[K+], predict the reaction product. The product is: [C:1]([C:5]1[N:10]=[C:9]2[N:11]([CH2:28][C:29]3[C:33]([CH3:34])=[N:32][O:31][N:30]=3)[N:12]=[CH:13][C:8]2=[C:7]([N:14]2[CH2:18][CH2:17][C:16]([F:19])([F:20])[CH2:15]2)[N:6]=1)([CH3:4])([CH3:2])[CH3:3]. (3) Given the reactants [Mg].Br[CH2:3][CH2:4][CH2:5][O:6][Si:7]([C:10]([CH3:13])([CH3:12])[CH3:11])([CH3:9])[CH3:8].II.[CH3:16][O:17][C:18]1[C:26]2[O:25][C:24]([CH:27]=[O:28])=[CH:23][C:22]=2[CH:21]=[CH:20][CH:19]=1, predict the reaction product. The product is: [Si:7]([O:6][CH2:5][CH2:4][CH2:3][CH:27]([C:24]1[O:25][C:26]2[C:18]([O:17][CH3:16])=[CH:19][CH:20]=[CH:21][C:22]=2[CH:23]=1)[OH:28])([C:10]([CH3:13])([CH3:12])[CH3:11])([CH3:9])[CH3:8]. (4) Given the reactants CN1CCOCC1.[NH:8]([C:25]([O:27][C:28]([CH3:31])([CH3:30])[CH3:29])=[O:26])[C@H:9]([C:22](O)=[O:23])[CH2:10][C:11]1[CH:16]=[CH:15][C:14]([O:17][C:18]([CH3:21])([CH3:20])[CH3:19])=[CH:13][CH:12]=1.F[P-](F)(F)(F)(F)F.N1(O[P+](N(C)C)(N(C)C)N(C)C)C2C=CC=CC=2N=N1.[NH2:59][C@H:60]([C:68]([NH2:70])=[O:69])[CH2:61][CH2:62][CH2:63][NH:64][C:65](=[NH:67])[NH2:66], predict the reaction product. The product is: [NH:8]([C:25]([O:27][C:28]([CH3:31])([CH3:30])[CH3:29])=[O:26])[C@H:9]([C:22]([NH:59][C@H:60]([C:68]([NH2:70])=[O:69])[CH2:61][CH2:62][CH2:63][NH:64][C:65](=[NH:66])[NH2:67])=[O:23])[CH2:10][C:11]1[CH:12]=[CH:13][C:14]([O:17][C:18]([CH3:20])([CH3:21])[CH3:19])=[CH:15][CH:16]=1.